Predict the product of the given reaction. From a dataset of Forward reaction prediction with 1.9M reactions from USPTO patents (1976-2016). Given the reactants Cl[CH2:2][CH2:3][C:4]([C:6]1[S:10][CH:9]=[C:8]([C:11]([O:13][CH3:14])=[O:12])[C:7]=1[CH3:15])=[O:5].[NH:16]1[CH2:21][CH2:20][O:19][CH2:18][CH2:17]1, predict the reaction product. The product is: [CH3:15][C:7]1[C:8]([C:11]([O:13][CH3:14])=[O:12])=[CH:9][S:10][C:6]=1[C:4](=[O:5])[CH2:3][CH2:2][N:16]1[CH2:21][CH2:20][O:19][CH2:18][CH2:17]1.